Predict the reaction yield, written as a fraction of the theoretical maximum amount of product (1.0 means a 100% yield; for example, 0.34 means a 34% yield). From a dataset of Reaction yield outcomes from USPTO patents with 853,638 reactions. (1) The reactants are [CH3:1][C:2]1([CH3:11])[CH2:7][NH:6][CH:5]([C:8]([OH:10])=[O:9])[CH2:4][O:3]1.C(=O)([O-])[O-].[K+].[K+].[C:18](O[C:18]([O:20][C:21]([CH3:24])([CH3:23])[CH3:22])=[O:19])([O:20][C:21]([CH3:24])([CH3:23])[CH3:22])=[O:19]. The catalyst is O1CCOCC1.O.CCOCC. The product is [C:21]([O:20][C:18]([N:6]1[CH2:7][C:2]([CH3:11])([CH3:1])[O:3][CH2:4][CH:5]1[C:8]([OH:10])=[O:9])=[O:19])([CH3:24])([CH3:23])[CH3:22]. The yield is 0.970. (2) The reactants are C(OC(=O)[NH:7][CH:8]([CH3:16])[CH2:9][N:10]1[CH2:15][CH2:14][O:13][CH2:12][CH2:11]1)(C)(C)C.Cl. The catalyst is CO. The product is [CH3:16][C@H:8]([NH2:7])[CH2:9][N:10]1[CH2:15][CH2:14][O:13][CH2:12][CH2:11]1. The yield is 0.960. (3) The reactants are OP([O-])(O)=O.[K+].[C-:7]#[N:8].[Na+].[F:10][C:11]1[CH:16]=[CH:15][C:14]([C:17]2[O:18][CH:19]=[C:20]([CH:22]=[O:23])[N:21]=2)=[CH:13][CH:12]=1. The catalyst is CN(C=O)C.O.O. The product is [F:10][C:11]1[CH:12]=[CH:13][C:14]([C:17]2[O:18][CH:19]=[C:20]([CH:22]([OH:23])[C:7]#[N:8])[N:21]=2)=[CH:15][CH:16]=1. The yield is 0.870. (4) The reactants are C([O:9][C@:10]1([CH3:36])[C@@H:14]([F:15])[C@@H:13]([CH2:16][O:17][CH2:18][C:19]2[CH:24]=[CH:23][CH:22]=[CH:21][CH:20]=2)[O:12][C@H:11]1[N:25]1[CH:33]=[N:32][C:31]2[C:26]1=[N:27][C:28]([NH2:35])=[N:29][C:30]=2Cl)(=O)C1C=CC=CC=1.[CH3:37][O-:38].[Na+]. The catalyst is CO. The product is [NH2:35][C:28]1[N:27]=[C:26]2[C:31]([N:32]=[CH:33][N:25]2[C@H:11]2[C@:10]([CH3:36])([OH:9])[C@@H:14]([F:15])[C@@H:13]([CH2:16][O:17][CH2:18][C:19]3[CH:24]=[CH:23][CH:22]=[CH:21][CH:20]=3)[O:12]2)=[C:30]([O:38][CH3:37])[N:29]=1. The yield is 0.860.